Dataset: Catalyst prediction with 721,799 reactions and 888 catalyst types from USPTO. Task: Predict which catalyst facilitates the given reaction. (1) Reactant: [CH3:1][C:2]([OH:16])([CH3:15])[CH2:3][O:4][C:5]1[CH:10]=[C:9]([C:11]([F:14])([F:13])[F:12])[CH:8]=[CH:7][N:6]=1.[Br:17]Br.C([O-])(O)=O.[Na+]. Product: [Br:17][C:8]1[C:9]([C:11]([F:14])([F:12])[F:13])=[CH:10][C:5]([O:4][CH2:3][C:2]([CH3:1])([OH:16])[CH3:15])=[N:6][CH:7]=1. The catalyst class is: 52. (2) Reactant: [NH2:1][C:2]1[N:7]=[C:6]([NH2:8])[C:5]([OH:9])=[C:4]([CH2:10][CH3:11])[N:3]=1.O.[OH-].[Li+].[Cl:15][C:16]1[CH:17]=[C:18]2[C:23](=[CH:24][CH:25]=1)[N:22]=[CH:21][CH:20]=[C:19]2[O:26][CH2:27][CH2:28][CH2:29]Br.ClCCl. Product: [NH2:1][C:2]1[N:7]=[C:6]([NH2:8])[C:5]([O:9][CH2:29][CH2:28][CH2:27][O:26][C:19]2[C:18]3[C:23](=[CH:24][CH:25]=[C:16]([Cl:15])[CH:17]=3)[N:22]=[CH:21][CH:20]=2)=[C:4]([CH2:10][CH3:11])[N:3]=1. The catalyst class is: 3.